From a dataset of Forward reaction prediction with 1.9M reactions from USPTO patents (1976-2016). Predict the product of the given reaction. (1) Given the reactants [F:1][C:2]1[CH:28]=[C:27]([N+:29]([O-])=O)[CH:26]=[CH:25][C:3]=1[O:4][C:5]1[C:10]2=[C:11]([CH3:24])[C:12]([O:14][CH2:15][CH2:16][N:17]3[CH2:22][CH2:21][N:20]([CH3:23])[CH2:19][CH2:18]3)=[CH:13][N:9]2[N:8]=[CH:7][N:6]=1.[Cl-].[NH4+], predict the reaction product. The product is: [F:1][C:2]1[CH:28]=[C:27]([NH2:29])[CH:26]=[CH:25][C:3]=1[O:4][C:5]1[C:10]2=[C:11]([CH3:24])[C:12]([O:14][CH2:15][CH2:16][N:17]3[CH2:18][CH2:19][N:20]([CH3:23])[CH2:21][CH2:22]3)=[CH:13][N:9]2[N:8]=[CH:7][N:6]=1. (2) Given the reactants [CH3:1][O:2][C:3]1[CH:4]=[C:5]2[C:10](=[CH:11][C:12]=1[O:13][CH2:14][CH2:15][O:16][CH3:17])[N:9]=[CH:8][N:7]=[C:6]2[O:18][C:19]1[CH:20]=[C:21]([CH:23]=[CH:24][CH:25]=1)[NH2:22].[CH:26]([C:29]1[CH:33]=[C:32]([NH:34][C:35](=O)[O:36]C2C=CC=CC=2)[O:31][N:30]=1)([CH3:28])[CH3:27], predict the reaction product. The product is: [CH:26]([C:29]1[CH:33]=[C:32]([NH:34][C:35]([NH:22][C:21]2[CH:23]=[CH:24][CH:25]=[C:19]([O:18][C:6]3[C:5]4[C:10](=[CH:11][C:12]([O:13][CH2:14][CH2:15][O:16][CH3:17])=[C:3]([O:2][CH3:1])[CH:4]=4)[N:9]=[CH:8][N:7]=3)[CH:20]=2)=[O:36])[O:31][N:30]=1)([CH3:28])[CH3:27].